From a dataset of Forward reaction prediction with 1.9M reactions from USPTO patents (1976-2016). Predict the product of the given reaction. Given the reactants OC(C(F)(F)F)=O.[F:8][C:9]1[CH:27]=[CH:26][CH:25]=[C:24]([N:28]2[N:32]=[CH:31][CH:30]=[N:29]2)[C:10]=1[C:11]([N:13]1[CH2:17][CH:16]2[CH2:18][N:19]([C:21](=[NH:23])[NH2:22])[CH2:20][CH:15]2[CH2:14]1)=[O:12].C[O-].[Na+].[F:36][C:37]([F:48])([F:47])[C:38](=O)[CH2:39][C:40](=O)[C:41]([F:44])([F:43])[F:42], predict the reaction product. The product is: [F:36][C:37]([F:47])([F:48])[C:38]1[CH:39]=[C:40]([C:41]([F:42])([F:43])[F:44])[N:22]=[C:21]([N:19]2[CH2:18][CH:16]3[CH:15]([CH2:14][N:13]([C:11]([C:10]4[C:24]([N:28]5[N:32]=[CH:31][CH:30]=[N:29]5)=[CH:25][CH:26]=[CH:27][C:9]=4[F:8])=[O:12])[CH2:17]3)[CH2:20]2)[N:23]=1.